This data is from Forward reaction prediction with 1.9M reactions from USPTO patents (1976-2016). The task is: Predict the product of the given reaction. (1) Given the reactants [C:1]1([C:7]2([CH2:13][O:14][CH2:15][C:16]3[CH:17]=[C:18]([C:26]4[CH:31]=[CH:30][C:29]([C:32]#[N:33])=[CH:28][CH:27]=4)[CH:19]=[C:20]([C:22]([F:25])([F:24])[F:23])[CH:21]=3)[CH2:12][CH2:11][NH:10][CH2:9][CH2:8]2)[CH:6]=[CH:5][CH:4]=[CH:3][CH:2]=1.C=O.[C:36]([BH3-])#N.[Na+], predict the reaction product. The product is: [CH3:36][N:10]1[CH2:11][CH2:12][C:7]([CH2:13][O:14][CH2:15][C:16]2[CH:17]=[C:18]([C:26]3[CH:31]=[CH:30][C:29]([C:32]#[N:33])=[CH:28][CH:27]=3)[CH:19]=[C:20]([C:22]([F:24])([F:25])[F:23])[CH:21]=2)([C:1]2[CH:2]=[CH:3][CH:4]=[CH:5][CH:6]=2)[CH2:8][CH2:9]1. (2) The product is: [CH2:1]([N:3]1[C:7]([C:8]([O:10][CH2:16][CH3:17])=[O:9])=[CH:6][CH:5]=[N:4]1)[CH3:2]. Given the reactants [CH2:1]([N:3]1[C:7]([C:8]([OH:10])=[O:9])=[CH:6][CH:5]=[N:4]1)[CH3:2].S(=O)(=O)(O)O.[CH2:16](O)[CH3:17], predict the reaction product. (3) Given the reactants [Br:1]Br.[Cl:3][C:4]1[CH:9]=[C:8]([Cl:10])[CH:7]=[CH:6][C:5]=1[C:11](=[O:14])[CH2:12][CH3:13], predict the reaction product. The product is: [Br:1][CH:12]([CH3:13])[C:11]([C:5]1[CH:6]=[CH:7][C:8]([Cl:10])=[CH:9][C:4]=1[Cl:3])=[O:14].